Dataset: Peptide-MHC class I binding affinity with 185,985 pairs from IEDB/IMGT. Task: Regression. Given a peptide amino acid sequence and an MHC pseudo amino acid sequence, predict their binding affinity value. This is MHC class I binding data. (1) The binding affinity (normalized) is 0.534. The MHC is HLA-B07:02 with pseudo-sequence HLA-B07:02. The peptide sequence is KVHLTPAQL. (2) The peptide sequence is VPPPRKKRTV. The MHC is Mamu-A01 with pseudo-sequence Mamu-A01. The binding affinity (normalized) is 0. (3) The peptide sequence is SFYRFFLV. The MHC is H-2-Kb with pseudo-sequence H-2-Kb. The binding affinity (normalized) is 0.981. (4) The peptide sequence is YLQQNWWTL. The MHC is HLA-B51:01 with pseudo-sequence HLA-B51:01. The binding affinity (normalized) is 0.166. (5) The peptide sequence is RRIFDLIEL. The MHC is HLA-B18:01 with pseudo-sequence HLA-B18:01. The binding affinity (normalized) is 0. (6) The peptide sequence is LVRGNSPVF. The MHC is HLA-B46:01 with pseudo-sequence HLA-B46:01. The binding affinity (normalized) is 0.216. (7) The peptide sequence is TNAMVTLRK. The MHC is HLA-A11:01 with pseudo-sequence HLA-A11:01. The binding affinity (normalized) is 0.469.